This data is from Full USPTO retrosynthesis dataset with 1.9M reactions from patents (1976-2016). The task is: Predict the reactants needed to synthesize the given product. (1) Given the product [CH2:1]([O:8][C:9]1[CH:10]=[CH:11][C:12]([O:15][C:19]2[CH:24]=[C:23]([N:25]3[C:30](=[O:31])[CH:29]=[C:28]([C:32]([F:34])([F:35])[F:33])[N:27]([CH3:36])[C:26]3=[O:37])[C:22]([F:38])=[CH:21][C:20]=2[N+:39]([O-:41])=[O:40])=[CH:13][CH:14]=1)[C:2]1[CH:3]=[CH:4][CH:5]=[CH:6][CH:7]=1, predict the reactants needed to synthesize it. The reactants are: [CH2:1]([O:8][C:9]1[CH:14]=[CH:13][C:12]([OH:15])=[CH:11][CH:10]=1)[C:2]1[CH:7]=[CH:6][CH:5]=[CH:4][CH:3]=1.[H-].[Na+].F[C:19]1[CH:24]=[C:23]([N:25]2[C:30](=[O:31])[CH:29]=[C:28]([C:32]([F:35])([F:34])[F:33])[N:27]([CH3:36])[C:26]2=[O:37])[C:22]([F:38])=[CH:21][C:20]=1[N+:39]([O-:41])=[O:40]. (2) Given the product [C:21]([N:14]1[C:13]2[N:12]=[CH:11][C:10]([C:8]3[CH:7]=[N:6][CH:5]=[C:4]([CH:9]=3)[C:3]([OH:2])=[O:20])=[CH:19][C:18]=2[CH2:17][CH2:16][CH2:15]1)(=[O:28])[NH2:29], predict the reactants needed to synthesize it. The reactants are: C[O:2][C:3](=[O:20])[C:4]1[CH:9]=[C:8]([C:10]2[CH:11]=[N:12][C:13]3[NH:14][CH2:15][CH2:16][CH2:17][C:18]=3[CH:19]=2)[CH:7]=[N:6][CH:5]=1.[C:21]([N:29]=C=O)(=[O:28])C1C=CC=CC=1.C([O-])([O-])=O.[K+].[K+]. (3) Given the product [CH3:11][N:10]([CH3:12])[C:8]([C:5]1[CH:4]=[CH:3][C:2]([B:16]2[O:17][C:18]([CH3:20])([CH3:19])[C:14]([CH3:30])([CH3:13])[O:15]2)=[CH:7][N:6]=1)=[O:9], predict the reactants needed to synthesize it. The reactants are: Br[C:2]1[CH:3]=[CH:4][C:5]([C:8]([N:10]([CH3:12])[CH3:11])=[O:9])=[N:6][CH:7]=1.[CH3:13][C:14]1([CH3:30])[C:18]([CH3:20])([CH3:19])[O:17][B:16]([B:16]2[O:17][C:18]([CH3:20])([CH3:19])[C:14]([CH3:30])([CH3:13])[O:15]2)[O:15]1.ClCCl.C([O-])(=O)C.[K+].